This data is from Forward reaction prediction with 1.9M reactions from USPTO patents (1976-2016). The task is: Predict the product of the given reaction. Given the reactants [CH2:1]([O:3][C:4](=[O:15])[C:5](=O)[CH2:6][C:7]([C:9]1[O:10][CH:11]=[CH:12][CH:13]=1)=[O:8])[CH3:2].Cl.[NH2:17]O, predict the reaction product. The product is: [CH2:1]([O:3][C:4]([C:5]1[CH:6]=[C:7]([C:9]2[O:10][CH:11]=[CH:12][CH:13]=2)[O:8][N:17]=1)=[O:15])[CH3:2].